From a dataset of Catalyst prediction with 721,799 reactions and 888 catalyst types from USPTO. Predict which catalyst facilitates the given reaction. (1) Reactant: [OH:1][C:2]1[CH:29]=[CH:28][C:5]([C:6]([NH:8][C:9]2[CH:14]=[CH:13][C:12]([CH:15]3[O:20][CH2:19][CH2:18][N:17]([C:21]([O:23][C:24]([CH3:27])([CH3:26])[CH3:25])=[O:22])[CH2:16]3)=[CH:11][CH:10]=2)=[O:7])=[CH:4][CH:3]=1.[Cl:30][C:31]1[CH:32]=[C:33](B(O)O)[CH:34]=[CH:35][C:36]=1[C:37]([O:39][CH3:40])=[O:38].N1C=CC=CC=1. Product: [Cl:30][C:31]1[CH:32]=[C:33]([CH:34]=[CH:35][C:36]=1[C:37]([O:39][CH3:40])=[O:38])[O:1][C:2]1[CH:29]=[CH:28][C:5]([C:6]([NH:8][C:9]2[CH:10]=[CH:11][C:12]([CH:15]3[O:20][CH2:19][CH2:18][N:17]([C:21]([O:23][C:24]([CH3:26])([CH3:25])[CH3:27])=[O:22])[CH2:16]3)=[CH:13][CH:14]=2)=[O:7])=[CH:4][CH:3]=1. The catalyst class is: 732. (2) Reactant: [CH3:1][O:2][C:3](=[O:7])[CH2:4][C:5]#[N:6].[CH2:8]1CCN2C(=NCCC2)C[CH2:9]1.[CH2:19](Br)[CH3:20]. Product: [CH3:1][O:2][C:3](=[O:7])[C:4]([C:5]#[N:6])([CH2:19][CH3:20])[CH2:8][CH3:9]. The catalyst class is: 1. (3) Reactant: [N+:1]([C:4]1[CH:9]=[CH:8][C:7]([C@H:10]2[CH2:16][N:15]([C:17]([O:19][C:20]([CH3:23])([CH3:22])[CH3:21])=[O:18])[CH2:14][CH2:13][CH2:12][O:11]2)=[CH:6][CH:5]=1)([O-])=O.[H][H]. Product: [NH2:1][C:4]1[CH:9]=[CH:8][C:7]([C@H:10]2[CH2:16][N:15]([C:17]([O:19][C:20]([CH3:23])([CH3:22])[CH3:21])=[O:18])[CH2:14][CH2:13][CH2:12][O:11]2)=[CH:6][CH:5]=1. The catalyst class is: 19. (4) Reactant: [Br:1][C:2]1[CH:7]=[CH:6][C:5]([N+:8]([O-])=O)=[C:4]([S:11]([CH3:14])(=[O:13])=[O:12])[CH:3]=1. Product: [Br:1][C:2]1[CH:7]=[CH:6][C:5]([NH2:8])=[C:4]([S:11]([CH3:14])(=[O:13])=[O:12])[CH:3]=1. The catalyst class is: 284.